From a dataset of Reaction yield outcomes from USPTO patents with 853,638 reactions. Predict the reaction yield, written as a fraction of the theoretical maximum amount of product (1.0 means a 100% yield; for example, 0.34 means a 34% yield). The reactants are [F:1][C:2]1[CH:3]=[C:4]([CH:7]=[CH:8][C:9]=1[F:10])[CH:5]=O.[N+:11]([CH3:14])([O-:13])=[O:12].[OH-].[Na+]. The yield is 0.768. The product is [F:10][C:9]1[CH:8]=[CH:7][C:4](/[CH:5]=[CH:14]/[N+:11]([O-:13])=[O:12])=[CH:3][C:2]=1[F:1]. The catalyst is C(O)C.